From a dataset of Forward reaction prediction with 1.9M reactions from USPTO patents (1976-2016). Predict the product of the given reaction. (1) Given the reactants CCCCCCC.Cl[S:9]([N:12]=C=O)(=[O:11])=[O:10].C(O)=O.[C:18]([O:23][C:24]12[CH2:33][CH:28]3[CH2:29][CH:30]([CH2:32][C:26]([OH:34])([CH2:27]3)[CH2:25]1)[CH2:31]2)(=[O:22])[C:19]([CH3:21])=[CH2:20], predict the reaction product. The product is: [C:18]([O:23][C:24]12[CH2:31][CH:30]3[CH2:29][CH:28]([CH2:27][C:26]([O:34][S:9](=[O:10])(=[O:11])[NH2:12])([CH2:32]3)[CH2:25]1)[CH2:33]2)(=[O:22])[C:19]([CH3:21])=[CH2:20]. (2) Given the reactants [CH2:1]([N:8]1[C:12]([C:13]([F:16])([F:15])[F:14])=[C:11]([CH3:17])[C:10]([C:18]2[CH:23]=[CH:22][C:21]([Cl:24])=[CH:20][CH:19]=2)=[C:9]1[C:25]([N:27]([CH2:31][C:32]([O:34]C(C)(C)C)=O)[CH2:28][CH2:29][OH:30])=[O:26])[C:2]1[CH:7]=[CH:6][CH:5]=[CH:4][CH:3]=1.C(O)(C(F)(F)F)=O, predict the reaction product. The product is: [CH2:1]([N:8]1[C:12]([C:13]([F:14])([F:15])[F:16])=[C:11]([CH3:17])[C:10]([C:18]2[CH:19]=[CH:20][C:21]([Cl:24])=[CH:22][CH:23]=2)=[C:9]1[C:25]([N:27]1[CH2:31][CH2:32][O:34][C:29](=[O:30])[CH2:28]1)=[O:26])[C:2]1[CH:7]=[CH:6][CH:5]=[CH:4][CH:3]=1. (3) Given the reactants [OH-].[Na+].[F:3][CH:4]([F:24])[C:5]1[CH:6]=[CH:7][C:8]2[O:13][CH:12]([C:14]([F:17])([F:16])[F:15])[C:11]([C:18]([O:20]CC)=[O:19])=[CH:10][C:9]=2[CH:23]=1, predict the reaction product. The product is: [F:24][CH:4]([F:3])[C:5]1[CH:6]=[CH:7][C:8]2[O:13][CH:12]([C:14]([F:17])([F:15])[F:16])[C:11]([C:18]([OH:20])=[O:19])=[CH:10][C:9]=2[CH:23]=1.